Dataset: Full USPTO retrosynthesis dataset with 1.9M reactions from patents (1976-2016). Task: Predict the reactants needed to synthesize the given product. (1) Given the product [CH3:11][NH:10][S:7]([C:5]1[S:6][C:2]([B:15]2[O:16][C:17]([CH3:19])([CH3:18])[C:13]([CH3:29])([CH3:12])[O:14]2)=[CH:3][CH:4]=1)(=[O:9])=[O:8], predict the reactants needed to synthesize it. The reactants are: Br[C:2]1[S:6][C:5]([S:7]([NH:10][CH3:11])(=[O:9])=[O:8])=[CH:4][CH:3]=1.[CH3:12][C:13]1([CH3:29])[C:17]([CH3:19])([CH3:18])[O:16][B:15]([B:15]2[O:16][C:17]([CH3:19])([CH3:18])[C:13]([CH3:29])([CH3:12])[O:14]2)[O:14]1.CC(O[K])=O. (2) Given the product [Br:1][C:2]1[CH:3]=[C:4]([O:15][CH3:16])[C:5]2[N:6]([N:8]=[CH:9][CH:10]=2)[CH:7]=1, predict the reactants needed to synthesize it. The reactants are: [Br:1][C:2]1[CH:3]=[C:4]([O:15][CH3:16])[C:5]2[N:6]([N:8]=[CH:9][C:10]=2C(OC)=O)[CH:7]=1.BrC1C2N(N=CC=2C(OC)=O)C=C(OC)C=1.Br.[OH-].[Na+]. (3) Given the product [Cl:20][C:16]1[CH:15]=[C:14]([NH:13][C:11]([N:8]2[CH2:9][CH2:10][C:5]3[NH:4][N:3]=[C:2]([C:23]4[CH:24]=[CH:25][S:21][CH:22]=4)[C:6]=3[CH2:7]2)=[O:12])[CH:19]=[CH:18][CH:17]=1, predict the reactants needed to synthesize it. The reactants are: Br[C:2]1[C:6]2[CH2:7][N:8]([C:11]([NH:13][C:14]3[CH:19]=[CH:18][CH:17]=[C:16]([Cl:20])[CH:15]=3)=[O:12])[CH2:9][CH2:10][C:5]=2[NH:4][N:3]=1.[S:21]1[CH:25]=[CH:24][C:23](B(O)O)=[CH:22]1.C([O-])([O-])=O.[Na+].[Na+].